This data is from Catalyst prediction with 721,799 reactions and 888 catalyst types from USPTO. The task is: Predict which catalyst facilitates the given reaction. (1) Reactant: [C:1]([O:5][C:6](=[O:20])[NH:7][CH2:8][CH2:9][CH2:10][CH2:11][C@H:12]([NH:15][CH2:16][CH:17]([CH3:19])[CH3:18])[CH2:13][OH:14])([CH3:4])([CH3:3])[CH3:2].C(N(CC)CC)C.[C:28]([C:30]1[CH:35]=[CH:34][C:33]([S:36](Cl)(=[O:38])=[O:37])=[CH:32][CH:31]=1)#[N:29]. Product: [C:1]([O:5][C:6](=[O:20])[NH:7][CH2:8][CH2:9][CH2:10][CH2:11][C@H:12]([N:15]([S:36]([C:33]1[CH:32]=[CH:31][C:30]([C:28]#[N:29])=[CH:35][CH:34]=1)(=[O:38])=[O:37])[CH2:16][CH:17]([CH3:18])[CH3:19])[CH2:13][OH:14])([CH3:4])([CH3:3])[CH3:2]. The catalyst class is: 250. (2) Reactant: [CH3:1][CH:2]([CH3:12])[CH2:3][C:4]([C:6]1[CH:11]=[N:10][CH:9]=[CH:8][N:7]=1)=[O:5].C(O)(C)(C)C. Product: [CH3:1][C:2]1([CH3:12])[CH2:3][C:4]1([C:6]1[CH:11]=[N:10][CH:9]=[CH:8][N:7]=1)[OH:5]. The catalyst class is: 48.